From a dataset of Forward reaction prediction with 1.9M reactions from USPTO patents (1976-2016). Predict the product of the given reaction. Given the reactants [F:1][C:2]1[C:3]([NH2:9])=[N:4][C:5](=[O:8])[NH:6][CH:7]=1.C(Cl)Cl.C(O[C@@H:17]1[O:29][C@H:28]([CH3:30])[C@@H:23]([O:24][C:25](=[O:27])[CH3:26])[C@H:18]1[O:19][C:20](=[O:22])[CH3:21])(=O)C.C(=O)(O)[O-].[Na+], predict the reaction product. The product is: [C:20]([O:19][C@@H:18]1[C@H:23]([O:24][C:25](=[O:27])[CH3:26])[C@@H:28]([CH3:30])[O:29][C@H:17]1[N:6]1[CH:7]=[C:2]([F:1])[C:3]([NH2:9])=[N:4][C:5]1=[O:8])(=[O:22])[CH3:21].